This data is from Catalyst prediction with 721,799 reactions and 888 catalyst types from USPTO. The task is: Predict which catalyst facilitates the given reaction. (1) Reactant: [OH:1][CH2:2][CH:3]1[NH:8][CH2:7][CH2:6][N:5]([C:9]([O:11][C:12]([CH3:15])([CH3:14])[CH3:13])=[O:10])[CH2:4]1.[CH2:16]([C:18]1[CH:23]=[CH:22][C:21]([N:24]=[C:25]=[O:26])=[CH:20][CH:19]=1)[CH3:17]. Product: [CH2:16]([C:18]1[CH:23]=[CH:22][C:21]([NH:24][C:25]([N:8]2[CH2:7][CH2:6][N:5]([C:9]([O:11][C:12]([CH3:15])([CH3:14])[CH3:13])=[O:10])[CH2:4][CH:3]2[CH2:2][OH:1])=[O:26])=[CH:20][CH:19]=1)[CH3:17]. The catalyst class is: 7. (2) Reactant: [OH:1][C:2]1[C:3]([C:28]2[CH:33]=[CH:32][CH:31]=[CH:30][CH:29]=2)=[N:4][C:5]2[C:10]([C:11]=1[C:12]([NH:14][CH:15]([C:22]1[CH:27]=[CH:26][CH:25]=[CH:24][CH:23]=1)[C:16]1[CH:21]=[CH:20][CH:19]=[CH:18][N:17]=1)=[O:13])=[CH:9][CH:8]=[CH:7][CH:6]=2.[CH3:34][S:35](Cl)(=[O:37])=[O:36]. Product: [CH3:34][S:35]([O:1][C:2]1[C:3]([C:28]2[CH:33]=[CH:32][CH:31]=[CH:30][CH:29]=2)=[N:4][C:5]2[C:10]([C:11]=1[C:12](=[O:13])[NH:14][CH:15]([C:22]1[CH:23]=[CH:24][CH:25]=[CH:26][CH:27]=1)[C:16]1[CH:21]=[CH:20][CH:19]=[CH:18][N:17]=1)=[CH:9][CH:8]=[CH:7][CH:6]=2)(=[O:37])=[O:36]. The catalyst class is: 4. (3) Reactant: [C:1]([C:5]1[O:9][N:8]=[C:7]([C:10]2[CH:26]=[CH:25][C:13]3[C:14]4[CH:20]=[C:19]([S:21](Cl)(=[O:23])=[O:22])[CH:18]=[CH:17][C:15]=4[O:16][C:12]=3[CH:11]=2)[N:6]=1)([CH3:4])([CH3:3])[CH3:2].Cl.[CH3:28][O:29][C:30](=[O:33])[CH2:31][NH2:32].C(=O)([O-])[O-].[Na+].[Na+]. Product: [C:1]([C:5]1[O:9][N:8]=[C:7]([C:10]2[CH:26]=[CH:25][C:13]3[C:14]4[CH:20]=[C:19]([S:21]([NH:32][CH2:31][C:30]([O:29][CH3:28])=[O:33])(=[O:23])=[O:22])[CH:18]=[CH:17][C:15]=4[O:16][C:12]=3[CH:11]=2)[N:6]=1)([CH3:4])([CH3:3])[CH3:2]. The catalyst class is: 2. (4) Reactant: [CH2:1]([O:3][C:4]1[CH:5]=[C:6]([C:20]2[CH:25]=[CH:24][C:23]([CH2:26][C:27]([NH:29][C:30]3[CH:35]=[CH:34][C:33]([CH2:36][C:37]([F:44])([F:43])[C:38](OCC)=[O:39])=[C:32]([C:45]([F:48])([F:47])[F:46])[CH:31]=3)=[O:28])=[C:22]([F:49])[CH:21]=2)[CH:7]=[N:8][C:9]=1[O:10][CH2:11][C:12]1[CH:17]=[CH:16][C:15]([O:18][CH3:19])=[CH:14][CH:13]=1)[CH3:2].[H-].[H-].[H-].[H-].[Li+].[Al+3].CC(=O)OCC. Product: [F:44][C:37]([F:43])([CH2:38][OH:39])[CH2:36][C:33]1[CH:34]=[CH:35][C:30]([NH:29][C:27](=[O:28])[CH2:26][C:23]2[CH:24]=[CH:25][C:20]([C:6]3[CH:7]=[N:8][C:9]([O:10][CH2:11][C:12]4[CH:17]=[CH:16][C:15]([O:18][CH3:19])=[CH:14][CH:13]=4)=[C:4]([O:3][CH2:1][CH3:2])[CH:5]=3)=[CH:21][C:22]=2[F:49])=[CH:31][C:32]=1[C:45]([F:46])([F:47])[F:48]. The catalyst class is: 1. (5) Reactant: C(O)C.[N:4]1[CH:5]=[CH:6][N:7]2[CH:12]=[C:11]([C:13]3[C:17]4[CH2:18][N:19](C(OC(C)(C)C)=O)[CH2:20][CH2:21][C:16]=4[NH:15][N:14]=3)[CH:10]=[CH:9][C:8]=12.Cl. Product: [N:4]1[CH:5]=[CH:6][N:7]2[CH:12]=[C:11]([C:13]3[C:17]4[CH2:18][NH:19][CH2:20][CH2:21][C:16]=4[NH:15][N:14]=3)[CH:10]=[CH:9][C:8]=12. The catalyst class is: 12. (6) Reactant: [CH:1]1([NH:7][C:8]2[C:13]([C:14](O)=[O:15])=[CH:12][N:11]=[C:10]3[N:17]([CH2:20][O:21][CH2:22][CH2:23][Si:24]([CH3:27])([CH3:26])[CH3:25])[CH:18]=[CH:19][C:9]=23)[CH2:6][CH2:5][CH2:4][CH2:3][CH2:2]1.Cl.C[N:30](C)CCCN=C=NCC.ON1C2C=CC=CC=2N=N1.N.CO.[Cl-].[NH4+]. Product: [CH:1]1([NH:7][C:8]2[C:13]([C:14]([NH2:30])=[O:15])=[CH:12][N:11]=[C:10]3[N:17]([CH2:20][O:21][CH2:22][CH2:23][Si:24]([CH3:27])([CH3:25])[CH3:26])[CH:18]=[CH:19][C:9]=23)[CH2:2][CH2:3][CH2:4][CH2:5][CH2:6]1. The catalyst class is: 4. (7) The catalyst class is: 11. Reactant: [CH2:1]([C:3]1[CH:4]=[CH:5][C:6]([CH:9]([S:20]([CH3:23])(=[O:22])=[O:21])[CH2:10][O:11][C:12]2[CH:19]=[CH:18][C:15]([CH:16]=O)=[CH:14][CH:13]=2)=[N:7][CH:8]=1)[CH3:2].[S:24]1[CH2:28][C:27](=[O:29])[NH:26][C:25]1=[O:30].C(O)(=O)C.N1CCCCC1. Product: [CH2:1]([C:3]1[CH:4]=[CH:5][C:6]([CH:9]([S:20]([CH3:23])(=[O:22])=[O:21])[CH2:10][O:11][C:12]2[CH:19]=[CH:18][C:15]([CH:16]=[C:28]3[S:24][C:25](=[O:30])[NH:26][C:27]3=[O:29])=[CH:14][CH:13]=2)=[N:7][CH:8]=1)[CH3:2].